This data is from Forward reaction prediction with 1.9M reactions from USPTO patents (1976-2016). The task is: Predict the product of the given reaction. (1) Given the reactants [CH2:1]([O:4][C:5](=[O:15])[CH2:6][C:7]1[CH:12]=[CH:11][C:10]([OH:13])=[C:9]([F:14])[CH:8]=1)[CH:2]=[CH2:3].[F:16][C:17]([F:42])([F:41])[C:18]1[CH:19]=[CH:20][C:21]([O:24][C:25]2[CH:30]=[CH:29][C:28]([O:31][C:32]([N:34]3[CH2:39][CH2:38][CH:37](O)[CH2:36][CH2:35]3)=[O:33])=[CH:27][CH:26]=2)=[N:22][CH:23]=1, predict the reaction product. The product is: [F:42][C:17]([F:16])([F:41])[C:18]1[CH:19]=[CH:20][C:21]([O:24][C:25]2[CH:26]=[CH:27][C:28]([O:31][C:32]([N:34]3[CH2:39][CH2:38][CH:37]([O:13][C:10]4[CH:11]=[CH:12][C:7]([CH2:6][C:5]([O:4][CH2:1][CH:2]=[CH2:3])=[O:15])=[CH:8][C:9]=4[F:14])[CH2:36][CH2:35]3)=[O:33])=[CH:29][CH:30]=2)=[N:22][CH:23]=1. (2) Given the reactants [CH3:1][C:2]([C:12]1[CH:17]=[CH:16][CH:15]=[CH:14][N:13]=1)([CH3:11])[CH:3]([C:5]1[CH:10]=[CH:9][CH:8]=[CH:7][CH:6]=1)[NH2:4].Cl.C(OC(C)C)(=[O:21])C, predict the reaction product. The product is: [CH3:11][C:2]([C:12]1[CH:17]=[CH:16][CH:15]=[CH:14][N:13]=1)([CH3:1])[C@H:3]([C:5]1[CH:10]=[CH:9][CH:8]=[CH:7][CH:6]=1)[NH2:4].[CH3:1][C:2]([C:12]1[CH:17]=[CH:16][CH:15]=[CH:14][N:13]=1)([CH3:11])[C:3]([C:5]1[CH:10]=[CH:9][CH:8]=[CH:7][CH:6]=1)=[O:21]. (3) Given the reactants C[O:2][C:3]1[CH:8]=[CH:7][C:6]([O:9][C:10]2[CH:15]=[CH:14][CH:13]=[CH:12][CH:11]=2)=[CH:5][C:4]=1[S:16]([NH2:19])(=[O:18])=[O:17].B(Br)(Br)Br, predict the reaction product. The product is: [OH:2][C:3]1[CH:8]=[CH:7][C:6]([O:9][C:10]2[CH:11]=[CH:12][CH:13]=[CH:14][CH:15]=2)=[CH:5][C:4]=1[S:16]([NH2:19])(=[O:17])=[O:18]. (4) Given the reactants [C:1]([C:3]1[CH:8]=[CH:7][C:6]([C:9]2[CH:10]=[N:11][N:12]3[CH:17]=[CH:16][C:15]([C:18]4[CH:26]=[CH:25][C:21]([C:22]([OH:24])=O)=[CH:20][CH:19]=4)=[N:14][C:13]=23)=[CH:5][CH:4]=1)#[N:2].CN1CCOCC1.CN(C(ON1N=NC2C=CC=NC1=2)=[N+](C)C)C.F[P-](F)(F)(F)(F)F.[N:58]1([C:64](=[O:66])[CH3:65])[CH2:63][CH2:62][NH:61][CH2:60][CH2:59]1, predict the reaction product. The product is: [C:64]([N:58]1[CH2:63][CH2:62][N:61]([C:22]([C:21]2[CH:25]=[CH:26][C:18]([C:15]3[CH:16]=[CH:17][N:12]4[N:11]=[CH:10][C:9]([C:6]5[CH:5]=[CH:4][C:3]([C:1]#[N:2])=[CH:8][CH:7]=5)=[C:13]4[N:14]=3)=[CH:19][CH:20]=2)=[O:24])[CH2:60][CH2:59]1)(=[O:66])[CH3:65].